Regression. Given two drug SMILES strings and cell line genomic features, predict the synergy score measuring deviation from expected non-interaction effect. From a dataset of NCI-60 drug combinations with 297,098 pairs across 59 cell lines. (1) Drug 1: C1CN1C2=NC(=NC(=N2)N3CC3)N4CC4. Drug 2: C(CN)CNCCSP(=O)(O)O. Cell line: MOLT-4. Synergy scores: CSS=81.1, Synergy_ZIP=9.08, Synergy_Bliss=8.92, Synergy_Loewe=7.34, Synergy_HSA=9.22. (2) Drug 1: CCC1(CC2CC(C3=C(CCN(C2)C1)C4=CC=CC=C4N3)(C5=C(C=C6C(=C5)C78CCN9C7C(C=CC9)(C(C(C8N6C=O)(C(=O)OC)O)OC(=O)C)CC)OC)C(=O)OC)O.OS(=O)(=O)O. Drug 2: C1=CC=C(C=C1)NC(=O)CCCCCCC(=O)NO. Cell line: SF-295. Synergy scores: CSS=5.40, Synergy_ZIP=0.0563, Synergy_Bliss=0.210, Synergy_Loewe=-1.13, Synergy_HSA=-3.07. (3) Drug 1: CC1=C(C(CCC1)(C)C)C=CC(=CC=CC(=CC(=O)O)C)C. Drug 2: CN1C2=C(C=C(C=C2)N(CCCl)CCCl)N=C1CCCC(=O)O.Cl. Cell line: UACC-257. Synergy scores: CSS=2.64, Synergy_ZIP=-1.85, Synergy_Bliss=0.992, Synergy_Loewe=0.384, Synergy_HSA=0.579. (4) Drug 1: CN(CCCl)CCCl.Cl. Drug 2: C(CN)CNCCSP(=O)(O)O. Cell line: OVCAR-5. Synergy scores: CSS=17.4, Synergy_ZIP=-2.91, Synergy_Bliss=-0.638, Synergy_Loewe=-34.6, Synergy_HSA=-1.65. (5) Drug 1: C(CN)CNCCSP(=O)(O)O. Drug 2: CC1C(C(CC(O1)OC2CC(CC3=C2C(=C4C(=C3O)C(=O)C5=CC=CC=C5C4=O)O)(C(=O)C)O)N)O. Cell line: RPMI-8226. Synergy scores: CSS=33.6, Synergy_ZIP=-1.31, Synergy_Bliss=-4.17, Synergy_Loewe=-22.0, Synergy_HSA=-2.88. (6) Drug 1: C1CCC(C1)C(CC#N)N2C=C(C=N2)C3=C4C=CNC4=NC=N3. Drug 2: CC1=C2C(C(=O)C3(C(CC4C(C3C(C(C2(C)C)(CC1OC(=O)C(C(C5=CC=CC=C5)NC(=O)C6=CC=CC=C6)O)O)OC(=O)C7=CC=CC=C7)(CO4)OC(=O)C)O)C)OC(=O)C. Cell line: MDA-MB-231. Synergy scores: CSS=49.2, Synergy_ZIP=10.3, Synergy_Bliss=10.3, Synergy_Loewe=-3.81, Synergy_HSA=11.9. (7) Drug 2: CC1C(C(CC(O1)OC2CC(CC3=C2C(=C4C(=C3O)C(=O)C5=CC=CC=C5C4=O)O)(C(=O)C)O)N)O. Cell line: SR. Drug 1: COCCOC1=C(C=C2C(=C1)C(=NC=N2)NC3=CC=CC(=C3)C#C)OCCOC.Cl. Synergy scores: CSS=51.5, Synergy_ZIP=-1.22, Synergy_Bliss=1.67, Synergy_Loewe=-2.90, Synergy_HSA=4.13. (8) Drug 1: C1=CC(=CC=C1CCC2=CNC3=C2C(=O)NC(=N3)N)C(=O)NC(CCC(=O)O)C(=O)O. Drug 2: CS(=O)(=O)OCCCCOS(=O)(=O)C. Cell line: SNB-19. Synergy scores: CSS=33.7, Synergy_ZIP=-3.38, Synergy_Bliss=0.556, Synergy_Loewe=-19.7, Synergy_HSA=3.04. (9) Drug 1: C1=CC(=CC=C1CCC2=CNC3=C2C(=O)NC(=N3)N)C(=O)NC(CCC(=O)O)C(=O)O. Drug 2: CC1=C(C(=O)C2=C(C1=O)N3CC4C(C3(C2COC(=O)N)OC)N4)N. Cell line: NCI-H522. Synergy scores: CSS=35.8, Synergy_ZIP=-13.4, Synergy_Bliss=-7.64, Synergy_Loewe=-11.1, Synergy_HSA=-4.39. (10) Drug 1: CCC(=C(C1=CC=CC=C1)C2=CC=C(C=C2)OCCN(C)C)C3=CC=CC=C3.C(C(=O)O)C(CC(=O)O)(C(=O)O)O. Drug 2: CC12CCC3C(C1CCC2O)C(CC4=C3C=CC(=C4)O)CCCCCCCCCS(=O)CCCC(C(F)(F)F)(F)F. Cell line: LOX IMVI. Synergy scores: CSS=19.4, Synergy_ZIP=2.66, Synergy_Bliss=2.26, Synergy_Loewe=-9.74, Synergy_HSA=-0.100.